Dataset: Forward reaction prediction with 1.9M reactions from USPTO patents (1976-2016). Task: Predict the product of the given reaction. (1) The product is: [CH:23]1([N:13]2[C:14]3([CH2:17][CH2:18][CH2:19][CH2:20]3)[CH2:15][S:16][C:12]2=[N:11][C:3]2[CH:4]=[CH:5][C:6]([N+:8]([O-:10])=[O:9])=[CH:7][C:2]=2[CH3:1])[CH2:27][CH2:26][CH2:25][CH2:24]1. Given the reactants [CH3:1][C:2]1[CH:7]=[C:6]([N+:8]([O-:10])=[O:9])[CH:5]=[CH:4][C:3]=1[N:11]=[C:12]1[S:16][CH2:15][C:14]2([CH2:20][CH2:19][CH2:18][CH2:17]2)[NH:13]1.[OH-].[Na+].[CH:23]1(Br)[CH2:27][CH2:26][CH2:25][CH2:24]1.Cl, predict the reaction product. (2) Given the reactants C(OC([C:6]1[O:7][C:8]2[CH:19]=[C:18]([O:20][CH3:21])[CH:17]=[CH:16][C:9]=2[C:10]=1[C:11]([O:13][CH2:14][CH3:15])=[O:12])=O)C.[Cl-].[Na+].O, predict the reaction product. The product is: [CH2:14]([O:13][C:11]([C:10]1[C:9]2[CH:16]=[CH:17][C:18]([O:20][CH3:21])=[CH:19][C:8]=2[O:7][CH:6]=1)=[O:12])[CH3:15]. (3) Given the reactants C([O:8][C@H:9]1[C@:12]2([C:33]3[CH:38]=[CH:37][CH:36]=[CH:35][CH:34]=3)[C:13]3[CH:31]=[C:30]([Cl:32])[CH:29]=[CH:28][C:14]=3[N:15]([CH2:19][C:20]3[CH:25]=[CH:24][C:23]([O:26][CH3:27])=[CH:22][CH:21]=3)[C:16](=[O:18])[CH2:17][N:11]2[C:10]1=[O:39])C1C=CC=CC=1, predict the reaction product. The product is: [Cl:32][C:30]1[CH:29]=[CH:28][C:14]2[N:15]([CH2:19][C:20]3[CH:21]=[CH:22][C:23]([O:26][CH3:27])=[CH:24][CH:25]=3)[C:16](=[O:18])[CH2:17][N:11]3[C:10](=[O:39])[C@@H:9]([OH:8])[C@:12]3([C:33]3[CH:34]=[CH:35][CH:36]=[CH:37][CH:38]=3)[C:13]=2[CH:31]=1. (4) Given the reactants Cl[C:2]1[C:7]2[CH:8]=[C:9]([CH2:11][N:12]3[CH2:16][CH2:15][C@H:14]([NH:17][S:18]([C:21]4[S:25][C:24]5[CH:26]=[C:27]([Cl:30])[CH:28]=[CH:29][C:23]=5[CH:22]=4)(=[O:20])=[O:19])[C:13]3=[O:31])[NH:10][C:6]=2[CH:5]=[CH:4][N:3]=1, predict the reaction product. The product is: [O:31]=[C:13]1[C@@H:14]([NH:17][S:18]([C:21]2[S:25][C:24]3[CH:26]=[C:27]([Cl:30])[CH:28]=[CH:29][C:23]=3[CH:22]=2)(=[O:19])=[O:20])[CH2:15][CH2:16][N:12]1[CH2:11][C:9]1[NH:10][C:6]2[CH:5]=[CH:4][N:3]=[CH:2][C:7]=2[CH:8]=1. (5) Given the reactants [Cl:1][C:2]1[N:10]=[C:9]2[C:5]([N:6]([CH2:11][C:12]3[CH:17]=[CH:16][C:15]([C:18]([F:21])([F:20])[F:19])=[CH:14][CH:13]=3)[CH:7]=[N:8]2)=[C:4]([NH:22][C@@H:23]([CH:29]2[CH2:32][CH2:31][CH2:30]2)[CH2:24][CH2:25][C:26]([OH:28])=[O:27])[N:3]=1.[C:33](Cl)(=O)C(Cl)=O.CN(C=O)C.CO, predict the reaction product. The product is: [Cl:1][C:2]1[N:10]=[C:9]2[C:5]([N:6]([CH2:11][C:12]3[CH:17]=[CH:16][C:15]([C:18]([F:21])([F:20])[F:19])=[CH:14][CH:13]=3)[CH:7]=[N:8]2)=[C:4]([NH:22][C@@H:23]([CH:29]2[CH2:32][CH2:31][CH2:30]2)[CH2:24][CH2:25][C:26]([O:28][CH3:33])=[O:27])[N:3]=1. (6) Given the reactants [F:1][C:2]1[C:3]([N:12]2[CH2:17][CH2:16][C:15](=O)[CH2:14][CH2:13]2)=[CH:4][CH:5]=[C:6]2[C:11]=1[N:10]=[CH:9][CH:8]=[CH:7]2.[F:19][C:20]1[CH:21]=[C:22]2[C:27](=[C:28]([N:30]3[CH2:35][CH2:34][NH:33][CH2:32][CH2:31]3)[CH:29]=1)[N:26]=[CH:25][CH:24]=[CH:23]2.C([BH3-])#N.[Na+].CCCCCC.CC(C)=O, predict the reaction product. The product is: [F:19][C:20]1[CH:21]=[C:22]2[C:27](=[C:28]([N:30]3[CH2:35][CH2:34][N:33]([CH:15]4[CH2:16][CH2:17][N:12]([C:3]5[C:2]([F:1])=[C:11]6[C:6]([CH:7]=[CH:8][CH:9]=[N:10]6)=[CH:5][CH:4]=5)[CH2:13][CH2:14]4)[CH2:32][CH2:31]3)[CH:29]=1)[N:26]=[CH:25][CH:24]=[CH:23]2.